Dataset: Full USPTO retrosynthesis dataset with 1.9M reactions from patents (1976-2016). Task: Predict the reactants needed to synthesize the given product. (1) Given the product [Cl:1][C:2]1[N:7]=[CH:6][C:5]2[C:8]([N:15]3[CH2:20][CH2:19][NH:18][CH2:17][CH2:16]3)=[N:9][N:10]([CH:11]([CH3:13])[CH3:12])[C:4]=2[CH:3]=1, predict the reactants needed to synthesize it. The reactants are: [Cl:1][C:2]1[N:7]=[CH:6][C:5]2[C:8](I)=[N:9][N:10]([CH:11]([CH3:13])[CH3:12])[C:4]=2[CH:3]=1.[NH:15]1[CH2:20][CH2:19][NH:18][CH2:17][CH2:16]1.N1CCC[C@H]1C(O)=O.C(=O)([O-])[O-].[K+].[K+]. (2) Given the product [F:15][C:14]([F:17])([F:16])[C:11]1[CH:12]=[CH:13][C:8]([C:6]2[N:5]=[CH:4][N:3]=[C:2]([NH:18][C:19]3[CH:20]=[C:21]4[C:25](=[CH:26][CH:27]=3)[CH2:24][CH:23]([OH:28])[CH2:22]4)[CH:7]=2)=[CH:9][CH:10]=1, predict the reactants needed to synthesize it. The reactants are: Cl[C:2]1[CH:7]=[C:6]([C:8]2[CH:13]=[CH:12][C:11]([C:14]([F:17])([F:16])[F:15])=[CH:10][CH:9]=2)[N:5]=[CH:4][N:3]=1.[NH2:18][C:19]1[CH:20]=[C:21]2[C:25](=[CH:26][CH:27]=1)[CH2:24][CH:23]([OH:28])[CH2:22]2.